Dataset: Full USPTO retrosynthesis dataset with 1.9M reactions from patents (1976-2016). Task: Predict the reactants needed to synthesize the given product. (1) Given the product [CH3:1][O:2][C:3](=[O:12])[C:4]1[CH:9]=[CH:8][C:7]([Br:10])=[C:6]([S:11][CH2:14][C:15]2[CH:20]=[CH:19][CH:18]=[CH:17][C:16]=2[N+:21]([O-:23])=[O:22])[CH:5]=1, predict the reactants needed to synthesize it. The reactants are: [CH3:1][O:2][C:3](=[O:12])[C:4]1[CH:9]=[CH:8][C:7]([Br:10])=[C:6]([SH:11])[CH:5]=1.Br[CH2:14][C:15]1[CH:20]=[CH:19][CH:18]=[CH:17][C:16]=1[N+:21]([O-:23])=[O:22]. (2) Given the product [OH:17][C:14]1[CH:15]=[CH:16][C:11]([C:9]2[O:10][C:6]3[CH:5]=[CH:4][C:3]([OH:2])=[CH:19][C:7]=3[CH:8]=2)=[C:12]([CH3:18])[CH:13]=1, predict the reactants needed to synthesize it. The reactants are: C[O:2][C:3]1[CH:4]=[CH:5][C:6]2[O:10][C:9]([C:11]3[CH:16]=[CH:15][C:14]([OH:17])=[CH:13][C:12]=3[CH3:18])=[CH:8][C:7]=2[CH:19]=1.N1C(=O)CC[C@H]1C(O)=O.Cl.Cl. (3) Given the product [F:1][C:2]1[CH:7]=[CH:6][C:5]([O:8][CH3:9])=[CH:4][C:3]=1[C:10]1[CH:15]=[CH:14][C:13]([O:16][CH2:17][C:18]2[CH:19]=[CH:20][C:21]([O:24][CH3:25])=[CH:22][CH:23]=2)=[CH:12][C:11]=1[C:26](=[O:27])[C:31]([CH3:34])([CH3:33])[CH3:32], predict the reactants needed to synthesize it. The reactants are: [F:1][C:2]1[CH:7]=[CH:6][C:5]([O:8][CH3:9])=[CH:4][C:3]=1[C:10]1[C:11]([C:26](OCC)=[O:27])=[CH:12][C:13]([O:16][CH2:17][C:18]2[CH:23]=[CH:22][C:21]([O:24][CH3:25])=[CH:20][CH:19]=2)=[CH:14][CH:15]=1.[C:31]([Li])([CH3:34])([CH3:33])[CH3:32].[Cl-].[NH4+]. (4) Given the product [NH2:1][C:2]1[N:7]=[CH:6][N:5]=[C:4]2[N:8]([CH2:30][C:31]([N:40]3[CH2:41][CH2:42][N:37]([CH3:36])[CH2:38][CH2:39]3)=[O:33])[N:9]=[C:10]([C:11]3[CH:16]=[CH:15][C:14]([NH:17][S:18]([C:21]4[CH:26]=[CH:25][CH:24]=[C:23]([Cl:27])[C:22]=4[Cl:28])(=[O:19])=[O:20])=[C:13]([F:29])[CH:12]=3)[C:3]=12, predict the reactants needed to synthesize it. The reactants are: [NH2:1][C:2]1[N:7]=[CH:6][N:5]=[C:4]2[N:8]([CH2:30][C:31]([O:33]CC)=O)[N:9]=[C:10]([C:11]3[CH:16]=[CH:15][C:14]([NH:17][S:18]([C:21]4[CH:26]=[CH:25][CH:24]=[C:23]([Cl:27])[C:22]=4[Cl:28])(=[O:20])=[O:19])=[C:13]([F:29])[CH:12]=3)[C:3]=12.[CH3:36][N:37]1[CH2:42][CH2:41][NH:40][CH2:39][CH2:38]1. (5) Given the product [N:1]1([O:10][C:11]2[C:16]([C:17]3[N:21]=[C:20]([C:22]4[CH:27]=[CH:26][C:25]([CH2:30][CH:31]([CH3:33])[CH3:32])=[CH:24][N:23]=4)[O:19][N:18]=3)=[CH:15][CH:14]=[CH:13][N:12]=2)[C:5]2[CH:6]=[CH:7][CH:8]=[CH:9][C:4]=2[N:3]=[N:2]1, predict the reactants needed to synthesize it. The reactants are: [N:1]1([O:10][C:11]2[C:16]([C:17]3[N:21]=[C:20]([C:22]4[CH:27]=[CH:26][C:25](Br)=[CH:24][N:23]=4)[O:19][N:18]=3)=[CH:15][CH:14]=[CH:13][N:12]=2)[C:5]2[CH:6]=[CH:7][CH:8]=[CH:9][C:4]=2[N:3]=[N:2]1.[Br-].[CH2:30]([Zn+])[CH:31]([CH3:33])[CH3:32]. (6) Given the product [C:17]([O:21][C:22](=[O:27])[NH:23][C:24](=[O:25])[NH:2][CH2:3][CH2:4][O:5][N:6]1[C:7](=[O:16])[C:8]2[C:13](=[CH:12][CH:11]=[CH:10][CH:9]=2)[C:14]1=[O:15])([CH3:20])([CH3:19])[CH3:18], predict the reactants needed to synthesize it. The reactants are: Cl.[NH2:2][CH2:3][CH2:4][O:5][N:6]1[C:14](=[O:15])[C:13]2[C:8](=[CH:9][CH:10]=[CH:11][CH:12]=2)[C:7]1=[O:16].[C:17]([O:21][C:22](=[O:27])[NH:23][C:24](Cl)=[O:25])([CH3:20])([CH3:19])[CH3:18].C(N(CC)CC)C.